Task: Predict the product of the given reaction.. Dataset: Forward reaction prediction with 1.9M reactions from USPTO patents (1976-2016) (1) Given the reactants [NH2:1][C:2]1[C:3]2[CH2:17][CH2:16][C:15]3[C:10](=[CH:11][CH:12]=[CH:13][CH:14]=3)[C:4]=2[S:5][C:6]=1[C:7]([NH2:9])=[O:8].[O-:18][C:19]#[N:20].[Na+], predict the reaction product. The product is: [NH2:20][C:19]([NH:1][C:2]1[C:3]2[CH2:17][CH2:16][C:15]3[C:10](=[CH:11][CH:12]=[CH:13][CH:14]=3)[C:4]=2[S:5][C:6]=1[C:7]([NH2:9])=[O:8])=[O:18]. (2) Given the reactants [CH3:1][O:2][C:3]([C:5]1[C:6]([CH3:12])=[N+:7]([O-])[CH:8]=[CH:9][N:10]=1)=[O:4].P(Cl)(Cl)([Cl:15])=O, predict the reaction product. The product is: [Cl:15][C:8]1[N:7]=[C:6]([CH3:12])[C:5]([C:3]([O:2][CH3:1])=[O:4])=[N:10][CH:9]=1.